This data is from Full USPTO retrosynthesis dataset with 1.9M reactions from patents (1976-2016). The task is: Predict the reactants needed to synthesize the given product. (1) Given the product [CH:19]1([C:17]([NH:16][C:14]2[N:15]=[C:10]3[CH:9]=[CH:8][C:7]([O:6][C:5]4[CH:22]=[CH:23][C:2]([NH:1][C:39]([C:34]5[C:33](=[O:42])[N:32]([C:29]6[CH:28]=[CH:27][C:26]([F:25])=[CH:31][CH:30]=6)[C:37]([CH3:38])=[CH:36][CH:35]=5)=[O:40])=[C:3]([F:24])[CH:4]=4)=[CH:12][N:11]3[CH:13]=2)=[O:18])[CH2:21][CH2:20]1, predict the reactants needed to synthesize it. The reactants are: [NH2:1][C:2]1[CH:23]=[CH:22][C:5]([O:6][C:7]2[CH:8]=[CH:9][C:10]3[N:11]([CH:13]=[C:14]([NH:16][C:17]([CH:19]4[CH2:21][CH2:20]4)=[O:18])[N:15]=3)[CH:12]=2)=[CH:4][C:3]=1[F:24].[F:25][C:26]1[CH:31]=[CH:30][C:29]([N:32]2[C:37]([CH3:38])=[CH:36][CH:35]=[C:34]([C:39](O)=[O:40])[C:33]2=[O:42])=[CH:28][CH:27]=1.CN(C(ON1N=NC2C=CC=NC1=2)=[N+](C)C)C.F[P-](F)(F)(F)(F)F.C(N(CC)C(C)C)(C)C.C(=O)([O-])O.[Na+]. (2) Given the product [Cl:21][C:22]1[CH:23]=[CH:24][C:25]([O:30][CH2:31][C:32]2[CH:37]=[CH:36][C:35]([F:38])=[CH:34][C:33]=2[F:39])=[C:26]([CH:27]=1)[CH2:28][N:29]1[C:2]2[CH:7]=[CH:6][N:5]=[C:4]([C:8]([N:10]([CH:11]([CH3:12])[CH3:13])[CH:14]([CH3:15])[CH3:16])=[O:9])[C:3]=2[CH2:17][CH2:18][CH2:19]1, predict the reactants needed to synthesize it. The reactants are: Cl[C:2]1[CH:7]=[CH:6][N:5]=[C:4]([C:8]([N:10]([CH:14]([CH3:16])[CH3:15])[CH:11]([CH3:13])[CH3:12])=[O:9])[C:3]=1[CH2:17][CH2:18][CH2:19]Cl.[Cl:21][C:22]1[CH:23]=[CH:24][C:25]([O:30][CH2:31][C:32]2[CH:37]=[CH:36][C:35]([F:38])=[CH:34][C:33]=2[F:39])=[C:26]([CH2:28][NH2:29])[CH:27]=1.C([O-])([O-])=O.[K+].[K+].